This data is from NCI-60 drug combinations with 297,098 pairs across 59 cell lines. The task is: Regression. Given two drug SMILES strings and cell line genomic features, predict the synergy score measuring deviation from expected non-interaction effect. (1) Drug 1: C1CCC(C1)C(CC#N)N2C=C(C=N2)C3=C4C=CNC4=NC=N3. Drug 2: CC1=C(C=C(C=C1)C(=O)NC2=CC(=CC(=C2)C(F)(F)F)N3C=C(N=C3)C)NC4=NC=CC(=N4)C5=CN=CC=C5. Cell line: SF-268. Synergy scores: CSS=-3.89, Synergy_ZIP=3.34, Synergy_Bliss=2.81, Synergy_Loewe=-2.95, Synergy_HSA=-1.96. (2) Drug 1: COC1=C2C(=CC3=C1OC=C3)C=CC(=O)O2. Drug 2: CCC1(C2=C(COC1=O)C(=O)N3CC4=CC5=C(C=CC(=C5CN(C)C)O)N=C4C3=C2)O.Cl. Cell line: NCI/ADR-RES. Synergy scores: CSS=1.01, Synergy_ZIP=0.430, Synergy_Bliss=-10.3, Synergy_Loewe=-23.7, Synergy_HSA=-10.3. (3) Synergy scores: CSS=41.7, Synergy_ZIP=0.0774, Synergy_Bliss=-0.962, Synergy_Loewe=1.88, Synergy_HSA=1.86. Drug 1: C1CCC(CC1)NC(=O)N(CCCl)N=O. Drug 2: CC1=C(C=C(C=C1)C(=O)NC2=CC(=CC(=C2)C(F)(F)F)N3C=C(N=C3)C)NC4=NC=CC(=N4)C5=CN=CC=C5. Cell line: LOX IMVI.